The task is: Predict the reactants needed to synthesize the given product.. This data is from Full USPTO retrosynthesis dataset with 1.9M reactions from patents (1976-2016). (1) Given the product [CH2:1]=[CH:2][C:3]1[CH:8]=[CH:7][CH:6]=[CH:5][CH:4]=1.[CH2:11]=[CH:10][C:9]([OH:13])=[O:12], predict the reactants needed to synthesize it. The reactants are: [CH2:1]=[CH:2][C:3]1[CH:8]=[CH:7][CH:6]=[CH:5][CH:4]=1.[C:9]([O:13]CCCC)(=[O:12])[CH:10]=[CH2:11].C(O)(=O)C=C.C(S)CCCCCCCCCCC.C(Br)(Br)(Br)Br.[OH-].[Na+].[N+]([O-])(O)=O. (2) Given the product [OH:62][C:59]1[CH:60]=[CH:61][C:56]([CH:48]([C:49]2[CH:50]=[CH:51][C:52]([OH:55])=[CH:53][CH:54]=2)[CH2:47][NH:46][C:11]2[N:10]=[C:9]([Cl:8])[N:17]=[C:16]3[C:12]=2[N:13]=[CH:14][N:15]3[C@@H:18]2[CH2:22][C@H:21]([NH:23][C:24](=[O:27])[CH2:25][CH3:26])[C@@H:20]([OH:28])[C@H:19]2[OH:29])=[CH:57][CH:58]=1, predict the reactants needed to synthesize it. The reactants are: FC(F)(F)C(O)=O.[Cl:8][C:9]1[N:17]=[C:16]2[C:12]([N:13]=[CH:14][N:15]2[C@@H:18]2[CH2:22][C@H:21]([NH:23][C:24](=[O:27])[CH2:25][CH3:26])[C@@H:20]([OH:28])[C@H:19]2[OH:29])=[C:11](NCC(C2C=CC(F)=CC=2)C2C=CC=CC=2)[N:10]=1.[NH2:46][CH2:47][CH:48]([C:56]1[CH:61]=[CH:60][C:59]([OH:62])=[CH:58][CH:57]=1)[C:49]1[CH:54]=[CH:53][C:52]([OH:55])=[CH:51][CH:50]=1.